From a dataset of Forward reaction prediction with 1.9M reactions from USPTO patents (1976-2016). Predict the product of the given reaction. (1) The product is: [CH2:20]([O:22][C:23]([N:25]1[CH2:26][CH2:27][CH:28]([NH:31][C:4]2[CH:5]=[CH:6][C:7]([C:8](=[O:9])[C:10]3[CH:15]=[C:14]([F:16])[CH:13]=[CH:12][C:11]=3[O:17][CH3:18])=[C:2]([NH2:1])[N:3]=2)[CH2:29][CH2:30]1)=[O:24])[CH3:21]. Given the reactants [NH2:1][C:2]1[C:7]([C:8]([C:10]2[CH:15]=[C:14]([F:16])[CH:13]=[CH:12][C:11]=2[O:17][CH3:18])=[O:9])=[CH:6][CH:5]=[C:4](Cl)[N:3]=1.[CH2:20]([O:22][C:23]([N:25]1[CH2:30][CH2:29][CH:28]([NH2:31])[CH2:27][CH2:26]1)=[O:24])[CH3:21], predict the reaction product. (2) Given the reactants [C:1]([NH:18][C@H:19]([C:27]([OH:29])=O)[CH2:20][C:21]1[CH:26]=[CH:25][CH:24]=[CH:23][CH:22]=1)([O:3][CH2:4][CH:5]1[C:17]2[C:12](=[CH:13][CH:14]=[CH:15][CH:16]=2)[C:11]2[C:6]1=[CH:7][CH:8]=[CH:9][CH:10]=2)=[O:2].N1C=CC=CC=1.N1C(F)=NC(F)=NC=1[F:38], predict the reaction product. The product is: [C:1]([NH:18][C@H:19]([C:27]([F:38])=[O:29])[CH2:20][C:21]1[CH:26]=[CH:25][CH:24]=[CH:23][CH:22]=1)([O:3][CH2:4][CH:5]1[C:17]2[C:12](=[CH:13][CH:14]=[CH:15][CH:16]=2)[C:11]2[C:6]1=[CH:7][CH:8]=[CH:9][CH:10]=2)=[O:2]. (3) Given the reactants [NH2:1][C@@H:2]([C:5]([OH:7])=[O:6])[CH2:3][SH:4].Br[CH2:9][C:10]([O:12][CH2:13][C:14]1[CH:19]=[CH:18][C:17](OC)=[CH:16][CH:15]=1)=[O:11].C(=O)([O-])[O-].[Na+].[Na+], predict the reaction product. The product is: [CH2:13]([O:12][C:10]([CH2:9][S:4][CH2:3][C@@H:2]([C:5]([OH:7])=[O:6])[NH2:1])=[O:11])[C:14]1[CH:19]=[CH:18][CH:17]=[CH:16][CH:15]=1. (4) Given the reactants [Cl:1][C:2]1[CH:3]=[C:4]([CH:23]=[C:24]([Cl:26])[CH:25]=1)[CH2:5][C@H:6]1[O:11][CH2:10][C:9]([CH3:13])([CH3:12])[N:8](CC2C=CC(OC)=CC=2)[CH2:7]1, predict the reaction product. The product is: [Cl:1][C:2]1[CH:3]=[C:4]([CH:23]=[C:24]([Cl:26])[CH:25]=1)[CH2:5][C@H:6]1[O:11][CH2:10][C:9]([CH3:12])([CH3:13])[NH:8][CH2:7]1. (5) The product is: [CH3:24][CH:11]1[N:10]([S:7]([C:5]2[S:6][C:2]([N:25]3[CH:29]=[N:28][CH:27]=[N:26]3)=[CH:3][CH:4]=2)(=[O:9])=[O:8])[CH2:15][CH2:14][N:13]([C:16]([C:18]2[CH:23]=[CH:22][CH:21]=[CH:20][CH:19]=2)=[O:17])[CH2:12]1. Given the reactants Br[C:2]1[S:6][C:5]([S:7]([N:10]2[CH2:15][CH2:14][N:13]([C:16]([C:18]3[CH:23]=[CH:22][CH:21]=[CH:20][CH:19]=3)=[O:17])[CH2:12][CH:11]2[CH3:24])(=[O:9])=[O:8])=[CH:4][CH:3]=1.[NH:25]1[CH:29]=[N:28][CH:27]=[N:26]1.[OH-].[K+].CCOC(C)=O.CCCCCC, predict the reaction product. (6) Given the reactants [CH2:1]([OH:5])[CH2:2][CH:3]=[CH2:4].[OH-].[Na+].CCCCCC.[CH2:14](Br)[C:15]1[CH:20]=[CH:19][CH:18]=[CH:17][CH:16]=1, predict the reaction product. The product is: [CH2:1]([O:5][CH2:14][C:15]1[CH:20]=[CH:19][CH:18]=[CH:17][CH:16]=1)[CH2:2][CH:3]=[CH2:4].